The task is: Predict the reaction yield, written as a fraction of the theoretical maximum amount of product (1.0 means a 100% yield; for example, 0.34 means a 34% yield).. This data is from Reaction yield outcomes from USPTO patents with 853,638 reactions. (1) The reactants are C[O:2][C:3](=[O:23])[CH:4]([NH:15]C(OC(C)(C)C)=O)[CH2:5][C:6]1[CH:11]=[C:10]([Br:12])[C:9]([OH:13])=[C:8]([Br:14])[CH:7]=1.Cl[CH2:25][C:26]1[CH:31]=[CH:30][CH:29]=[CH:28][N:27]=1. No catalyst specified. The product is [CH2:3]([NH+:27]([CH2:26][CH3:31])[CH2:28][CH3:29])[CH3:4].[NH2:15][CH:4]([CH2:5][C:6]1[CH:7]=[C:8]([Br:14])[C:9]([O:13][CH2:25][C:26]2[CH:31]=[CH:30][CH:29]=[CH:28][N:27]=2)=[C:10]([Br:12])[CH:11]=1)[C:3]([O-:2])=[O:23]. The yield is 0.210. (2) The reactants are [NH2:1][C:2]1[CH:9]=[CH:8][C:5]([CH:6]=[O:7])=[CH:4][CH:3]=1.Cl.N([O-])=O.[Na+].[N-:15]=[N+:16]=[N-].[Na+]. The catalyst is O. The product is [N:1]([C:2]1[CH:9]=[CH:8][C:5]([CH:6]=[O:7])=[CH:4][CH:3]=1)=[N+:15]=[N-:16]. The yield is 0.950. (3) The reactants are [Br:1][C:2]1[CH:8]=[C:7]([CH2:9][CH3:10])[C:5](N)=[C:4]([CH2:11][CH3:12])[CH:3]=1.[I:13]I.C(ON=O)(C)(C)C.[O-]S([O-])=O.[Na+].[Na+]. The catalyst is C(#N)C. The product is [Br:1][C:2]1[CH:8]=[C:7]([CH2:9][CH3:10])[C:5]([I:13])=[C:4]([CH2:11][CH3:12])[CH:3]=1. The yield is 0.130. (4) The reactants are [CH:1]12[CH2:7][CH:4]([CH2:5][CH2:6]1)[CH2:3][CH:2]2[C:8]1[NH:12][C:11]2[C:13]([O:33]C)=[CH:14][CH:15]=[C:16]([C:17]([NH:19][C@H:20]3[CH2:25][CH2:24][CH2:23][N:22](C(OC(C)(C)C)=O)[CH2:21]3)=[O:18])[C:10]=2[N:9]=1.B(Br)(Br)Br. No catalyst specified. The product is [CH:1]12[CH2:7][CH:4]([CH2:5][CH2:6]1)[CH2:3][CH:2]2[C:8]1[NH:12][C:11]2[C:13]([OH:33])=[CH:14][CH:15]=[C:16]([C:17]([NH:19][C@H:20]3[CH2:25][CH2:24][CH2:23][NH:22][CH2:21]3)=[O:18])[C:10]=2[N:9]=1. The yield is 0.520. (5) The reactants are [NH2:1][C@@H:2]([CH2:37][C:38]1[CH:43]=[CH:42][CH:41]=[CH:40][CH:39]=1)[CH2:3][C@H:4]([OH:36])[C@@H:5]([N:21]([CH2:29][C:30]1[CH:35]=[CH:34][CH:33]=[CH:32][CH:31]=1)[CH2:22][C:23]1[CH:28]=[CH:27][CH:26]=[CH:25][CH:24]=1)[CH2:6][C:7]1[CH:12]=[CH:11][C:10]([O:13][CH2:14][C:15]2[CH:20]=[CH:19][CH:18]=[CH:17][CH:16]=2)=[CH:9][CH:8]=1.C([O-])([O-])=O.[K+].[K+].[C:50](O[C:50]([O:52][C:53]([CH3:56])([CH3:55])[CH3:54])=[O:51])([O:52][C:53]([CH3:56])([CH3:55])[CH3:54])=[O:51].C(OCC)(=O)C. The catalyst is COC(C)(C)C.C(Cl)(Cl)Cl. The product is [CH2:37]([C@H:2]([NH:1][C:50](=[O:51])[O:52][C:53]([CH3:56])([CH3:55])[CH3:54])[CH2:3][C@H:4]([OH:36])[C@@H:5]([N:21]([CH2:29][C:30]1[CH:31]=[CH:32][CH:33]=[CH:34][CH:35]=1)[CH2:22][C:23]1[CH:24]=[CH:25][CH:26]=[CH:27][CH:28]=1)[CH2:6][C:7]1[CH:8]=[CH:9][C:10]([O:13][CH2:14][C:15]2[CH:20]=[CH:19][CH:18]=[CH:17][CH:16]=2)=[CH:11][CH:12]=1)[C:38]1[CH:43]=[CH:42][CH:41]=[CH:40][CH:39]=1. The yield is 0.460. (6) The reactants are [C:1]([O:5][C:6](=[O:30])[N:7]([CH2:9][C:10]1[CH:14]=[C:13]([C:15]2[C:19](Br)=[CH:18][S:17][CH:16]=2)[N:12]([S:21]([C:24]2[CH:25]=[N:26][CH:27]=[CH:28][CH:29]=2)(=[O:23])=[O:22])[CH:11]=1)[CH3:8])([CH3:4])([CH3:3])[CH3:2].[CH3:31][N:32](C)C=O. The catalyst is [C-]#N.[Zn+2].[C-]#N.C1C=CC([P]([Pd]([P](C2C=CC=CC=2)(C2C=CC=CC=2)C2C=CC=CC=2)([P](C2C=CC=CC=2)(C2C=CC=CC=2)C2C=CC=CC=2)[P](C2C=CC=CC=2)(C2C=CC=CC=2)C2C=CC=CC=2)(C2C=CC=CC=2)C2C=CC=CC=2)=CC=1. The product is [C:1]([O:5][C:6](=[O:30])[N:7]([CH2:9][C:10]1[CH:14]=[C:13]([C:15]2[C:19]([C:31]#[N:32])=[CH:18][S:17][CH:16]=2)[N:12]([S:21]([C:24]2[CH:25]=[N:26][CH:27]=[CH:28][CH:29]=2)(=[O:23])=[O:22])[CH:11]=1)[CH3:8])([CH3:4])([CH3:3])[CH3:2]. The yield is 0.710.